Dataset: Reaction yield outcomes from USPTO patents with 853,638 reactions. Task: Predict the reaction yield, written as a fraction of the theoretical maximum amount of product (1.0 means a 100% yield; for example, 0.34 means a 34% yield). (1) The reactants are C([N-]C(C)C)(C)C.[Li+].C(NC(C)C)(C)C.C([Li])CCC.CCCCCC.[Br:27][CH2:28][Br:29].[O:30]1[CH2:35][CH2:34][CH:33]([C:36](OC)=[O:37])[CH2:32][CH2:31]1.Cl. The catalyst is C(OC)(C)(C)C. The product is [Br:27][CH:28]([Br:29])[C:36]([CH:33]1[CH2:34][CH2:35][O:30][CH2:31][CH2:32]1)=[O:37]. The yield is 0.550. (2) The reactants are [CH2:1]([NH2:19])[CH2:2][CH2:3][CH2:4][CH2:5][CH2:6][CH2:7][CH2:8][CH2:9][CH2:10][CH2:11][CH2:12][CH2:13][CH2:14][CH2:15][CH2:16][CH2:17][CH3:18].[C:20]([CH2:22][C:23]([O:25]CC)=O)#N.[C:28](OCC)(=O)[CH2:29]C(C)=O.N1CCCCC1.Cl. The catalyst is O.CO.COCCOC.C1(C)C=CC=CC=1. The product is [CH2:1]([N:19]1[CH:29]=[CH:28][CH:20]=[CH:22][C:23]1=[O:25])[CH2:2][CH2:3][CH2:4][CH2:5][CH2:6][CH2:7][CH2:8][CH2:9][CH2:10][CH2:11][CH2:12][CH2:13][CH2:14][CH2:15][CH2:16][CH2:17][CH3:18]. The yield is 0.870. (3) The reactants are N[C@H](C(O)=O)CS.C1(=O)NC(=O)C=C1.[OH:15][C:16]([CH2:18][CH2:19][CH2:20][CH2:21][C@H:22]1[C@@H:30]2[C@@H:25]([NH:26][C:27]([NH:29]2)=[O:28])[CH2:24][S:23]1)=[O:17]. No catalyst specified. The product is [OH:17][C:16]([CH2:18][CH2:19][CH2:20][CH2:21][C@H:22]1[C@@H:30]2[C@@H:25]([NH:26][C:27]([NH:29]2)=[O:28])[CH2:24][S:23]1)=[O:15]. The yield is 1.00.